This data is from Catalyst prediction with 721,799 reactions and 888 catalyst types from USPTO. The task is: Predict which catalyst facilitates the given reaction. Reactant: [Br:1][C:2]1[C:3]2[N:4]([CH:12]=[C:13]([C:15]3[O:19][N:18]=[C:17]([C:20]4[C:25]([CH3:26])=[CH:24][C:23]([CH2:27][CH2:28][C:29]([O:31]C(C)(C)C)=[O:30])=[C:22]([Cl:36])[CH:21]=4)[N:16]=3)[N:14]=2)[CH:5]=[C:6]([C:8]([F:11])([F:10])[F:9])[CH:7]=1. Product: [Br:1][C:2]1[C:3]2[N:4]([CH:12]=[C:13]([C:15]3[O:19][N:18]=[C:17]([C:20]4[C:25]([CH3:26])=[CH:24][C:23]([CH2:27][CH2:28][C:29]([OH:31])=[O:30])=[C:22]([Cl:36])[CH:21]=4)[N:16]=3)[N:14]=2)[CH:5]=[C:6]([C:8]([F:9])([F:11])[F:10])[CH:7]=1. The catalyst class is: 137.